From a dataset of Catalyst prediction with 721,799 reactions and 888 catalyst types from USPTO. Predict which catalyst facilitates the given reaction. (1) Reactant: [C:1]([N:5]1[C:14]2[C:9](=[CH:10][C:11]([O:18][CH3:19])=[C:12]([N+:15]([O-:17])=[O:16])[CH:13]=2)[CH2:8][CH2:7][CH2:6]1)(=[O:4])[CH:2]=[CH2:3].[CH3:20][NH:21][CH3:22]. Product: [CH3:20][N:21]([CH3:22])[CH2:3][CH2:2][C:1]([N:5]1[C:14]2[C:9](=[CH:10][C:11]([O:18][CH3:19])=[C:12]([N+:15]([O-:17])=[O:16])[CH:13]=2)[CH2:8][CH2:7][CH2:6]1)=[O:4]. The catalyst class is: 5. (2) Reactant: [NH:1]([C:25]([O:27][CH2:28][C:29]1[CH:34]=[CH:33][CH:32]=[CH:31][CH:30]=1)=[O:26])[C@H:2]([C:10]([NH:12][C@H:13]([C:18]([O:20]C(C)(C)C)=[O:19])[CH2:14][CH:15]([CH3:17])[CH3:16])=[O:11])[CH2:3][C:4]1[CH:9]=[CH:8][CH:7]=[CH:6][CH:5]=1.C(O)(C(F)(F)F)=O. Product: [NH:1]([C:25]([O:27][CH2:28][C:29]1[CH:30]=[CH:31][CH:32]=[CH:33][CH:34]=1)=[O:26])[C@H:2]([C:10]([NH:12][C@H:13]([C:18]([OH:20])=[O:19])[CH2:14][CH:15]([CH3:17])[CH3:16])=[O:11])[CH2:3][C:4]1[CH:5]=[CH:6][CH:7]=[CH:8][CH:9]=1. The catalyst class is: 6. (3) Reactant: Cl[C:2]1[CH:19]=[C:6]2[C:7]3[C:12]([CH2:13][CH2:14][N:5]2[C:4](=[O:20])[N:3]=1)=[CH:11][C:10]([O:15][CH3:16])=[C:9]([O:17][CH3:18])[CH:8]=3.[Cl:21][C:22]1[CH:27]=[CH:26][CH:25]=[C:24]([Cl:28])[C:23]=1[OH:29].C(=O)([O-])[O-].[K+].[K+]. Product: [Cl:21][C:22]1[CH:27]=[CH:26][CH:25]=[C:24]([Cl:28])[C:23]=1[O:29][C:2]1[CH:19]=[C:6]2[C:7]3[C:12]([CH2:13][CH2:14][N:5]2[C:4](=[O:20])[N:3]=1)=[CH:11][C:10]([O:15][CH3:16])=[C:9]([O:17][CH3:18])[CH:8]=3. The catalyst class is: 9. (4) Reactant: Cl.[F:2][C:3]1[CH:15]=[CH:14][C:6]([O:7][CH:8]2[CH2:13][CH2:12][NH:11][CH2:10][CH2:9]2)=[CH:5][CH:4]=1.C(N(C(C)C)CC)(C)C.[N:25]([CH2:28][C:29]1[CH:34]=[CH:33][CH:32]=[CH:31][C:30]=1[CH3:35])=[C:26]=[O:27]. Product: [CH3:35][C:30]1[CH:31]=[CH:32][CH:33]=[CH:34][C:29]=1[CH2:28][NH:25][C:26]([N:11]1[CH2:10][CH2:9][CH:8]([O:7][C:6]2[CH:14]=[CH:15][C:3]([F:2])=[CH:4][CH:5]=2)[CH2:13][CH2:12]1)=[O:27]. The catalyst class is: 10.